Dataset: Reaction yield outcomes from USPTO patents with 853,638 reactions. Task: Predict the reaction yield, written as a fraction of the theoretical maximum amount of product (1.0 means a 100% yield; for example, 0.34 means a 34% yield). (1) The reactants are [CH2:1]([N:3]1[C:7]2=[N:8][C:9]([CH2:48][CH3:49])=[C:10]([CH2:19][NH:20][C:21]([C:23]3[CH:28]=[CH:27][CH:26]=[C:25]([C:29]([NH:31][CH2:32][C:33]4[CH:34]=[C:35]([C:40]5[CH:45]=[CH:44][CH:43]=[C:42](C=O)[CH:41]=5)[CH:36]=[C:37]([CH3:39])[CH:38]=4)=[O:30])[CH:24]=3)=[O:22])[C:11]([NH:12][CH:13]3[CH2:18][CH2:17][O:16][CH2:15][CH2:14]3)=[C:6]2[CH:5]=[N:4]1)[CH3:2].[CH3:50][N:51]1[CH2:56][CH2:55][NH:54][CH2:53][CH2:52]1.[CH3:57]C(O)=O.[BH-](OC(C)=O)(OC(C)=O)OC(C)=O.[Na+]. The catalyst is C(Cl)Cl. The product is [CH2:1]([N:3]1[C:7]2=[N:8][C:9]([CH2:48][CH3:49])=[C:10]([CH2:19][NH:20][C:21]([C:23]3[CH:28]=[CH:27][CH:26]=[C:25]([C:29]([NH:31][CH2:32][C:33]4[CH:34]=[C:35]([C:40]5[CH:41]=[CH:42][CH:43]=[C:44]([CH2:50][N:51]6[CH2:56][CH2:55][N:54]([CH3:57])[CH2:53][CH2:52]6)[CH:45]=5)[CH:36]=[C:37]([CH3:39])[CH:38]=4)=[O:30])[CH:24]=3)=[O:22])[C:11]([NH:12][CH:13]3[CH2:18][CH2:17][O:16][CH2:15][CH2:14]3)=[C:6]2[CH:5]=[N:4]1)[CH3:2]. The yield is 0.370. (2) The product is [CH2:13]([C:10]1[CH:9]=[CH:8][CH:7]=[C:3]2[C:4]([NH:5][C:1](=[O:11])[C:2]=12)=[O:6])[C@H:15]1[O:17][CH2:16]1. The reactants are [C:1]1(=[O:11])[NH:5][C:4](=[O:6])[C:3]2=[CH:7][CH:8]=[CH:9][CH:10]=[C:2]12.[K].[CH2:13]([C@@H:15]1[O:17][CH2:16]1)Cl. The catalyst is [Cl-].C([N+](C)(C)C)C1C=CC=CC=1.CN(C=O)C. The yield is 0.820. (3) The reactants are [S:1]1[C:9]2[C:4](=[N:5][CH:6]=[CH:7][C:8]=2O)[CH:3]=[CH:2]1.O=P(Cl)(Cl)[Cl:13]. No catalyst specified. The product is [Cl:13][C:8]1[CH:7]=[CH:6][N:5]=[C:4]2[CH:3]=[CH:2][S:1][C:9]=12. The yield is 0.720.